Dataset: CYP3A4 substrate classification data from Carbon-Mangels et al.. Task: Regression/Classification. Given a drug SMILES string, predict its absorption, distribution, metabolism, or excretion properties. Task type varies by dataset: regression for continuous measurements (e.g., permeability, clearance, half-life) or binary classification for categorical outcomes (e.g., BBB penetration, CYP inhibition). Dataset: cyp3a4_substrate_carbonmangels. (1) The molecule is COc1ccc2c3c1O[C@H]1C[C@@H](O)C=C[C@@]31CCN(C)C2. The result is 1 (substrate). (2) The molecule is CCOP(=S)(OCC)Oc1nc(Cl)c(Cl)cc1Cl. The result is 1 (substrate). (3) The drug is CCCN(CCC)S(=O)(=O)c1ccc(C(=O)O)cc1. The result is 0 (non-substrate). (4) The compound is CCN(CC)CCNC(=O)c1cc(Cl)c(N)cc1OC. The result is 1 (substrate). (5) The molecule is CC(C)(C)c1ccc([C@H](O)CCCN2CCC(C(O)(c3ccccc3)c3ccccc3)CC2)cc1. The result is 1 (substrate). (6) The drug is COC(=O)[C@H]1[C@@H](O)CC[C@H]2CN3CCc4c([nH]c5ccccc45)[C@@H]3C[C@@H]21. The result is 1 (substrate). (7) The drug is C#CCN(C)[C@@H](C)Cc1ccccc1. The result is 1 (substrate). (8) The molecule is C=CCC1([C@@H](C)CCC)C(=O)NC(=O)NC1=O. The result is 0 (non-substrate). (9) The molecule is N#Cc1ccc([C@H]2CCCc3cncn32)cc1. The result is 0 (non-substrate).